Dataset: Full USPTO retrosynthesis dataset with 1.9M reactions from patents (1976-2016). Task: Predict the reactants needed to synthesize the given product. (1) Given the product [NH2:1][C:2]1[N:7]=[C:6]([N:8]2[CH2:22][CH2:21][C:11]3([CH2:15][NH:14][C@H:13]([C:16]([OH:18])=[O:17])[CH2:12]3)[CH2:10][CH2:9]2)[CH:5]=[C:4]([O:23][C@H:24]([C:29]2[CH:34]=[CH:33][C:32]([C:35](=[O:37])[NH2:36])=[CH:31][C:30]=2[N:38]2[CH:42]=[CH:41][C:40]([CH3:43])=[N:39]2)[C:25]([F:28])([F:27])[F:26])[N:3]=1, predict the reactants needed to synthesize it. The reactants are: [NH2:1][C:2]1[N:7]=[C:6]([N:8]2[CH2:22][CH2:21][C:11]3([CH2:15][NH:14][C@H:13]([C:16]([O:18]CC)=[O:17])[CH2:12]3)[CH2:10][CH2:9]2)[CH:5]=[C:4]([O:23][CH:24]([C:29]2[CH:34]=[CH:33][C:32]([C:35](=[O:37])[NH2:36])=[CH:31][C:30]=2[N:38]2[CH:42]=[CH:41][C:40]([CH3:43])=[N:39]2)[C:25]([F:28])([F:27])[F:26])[N:3]=1.[Li+].[OH-]. (2) Given the product [NH2:15][C:14]1[C:2]([CH3:1])=[C:3]([CH:11]=[C:12]([CH3:22])[C:13]=1[C:18]([O:20][CH3:21])=[O:19])[C:4]([O:6][C:7]([CH3:10])([CH3:9])[CH3:8])=[O:5], predict the reactants needed to synthesize it. The reactants are: [CH3:1][C:2]1[C:14]([N+:15]([O-])=O)=[C:13]([C:18]([O:20][CH3:21])=[O:19])[C:12]([CH3:22])=[CH:11][C:3]=1[C:4]([O:6][C:7]([CH3:10])([CH3:9])[CH3:8])=[O:5].[H][H]. (3) Given the product [CH3:29][NH:28][CH2:27][C:24]1[CH:23]=[CH:22][C:21]([C:19]2[O:20][C:16]([C:10]3[C:9]([NH2:8])=[N:14][CH:13]=[C:12]([C:49]4[CH2:50][CH2:51][CH:52]([CH3:62])[CH2:56][CH:57]=4)[N:11]=3)=[N:17][N:18]=2)=[CH:26][CH:25]=1, predict the reactants needed to synthesize it. The reactants are: C(OC([N:8](C(OC(C)(C)C)=O)[C:9]1[C:10]([C:16]2[O:20][C:19]([C:21]3[CH:26]=[CH:25][C:24]([CH2:27][N:28](C)[C:29](=O)OC(C)(C)C)=[CH:23][CH:22]=3)=[N:18][N:17]=2)=[N:11][C:12](Br)=[CH:13][N:14]=1)=O)(C)(C)C.C(P(C(C)(C)C)[C:49]1[CH:57]=[CH:56][C:52](N(C)C)=[CH:51][CH:50]=1)(C)(C)C.[C:62]([O-])([O-])=O.[K+].[K+].C(O)(C(F)(F)F)=O. (4) Given the product [CH3:34][O:33][C:30]1[C:29]2[N:28]([CH2:35][C:36]3[CH:37]=[N:38][C:39]([C:42]4[CH:46]=[CH:45][S:44][CH:43]=4)=[CH:40][CH:41]=3)[C:27](=[O:47])[CH2:26][CH2:25][C:24]=2[C:23]([CH:19]=[O:18])=[CH:32][CH:31]=1, predict the reactants needed to synthesize it. The reactants are: C1(C)C=CC(S([O-])(=O)=O)=CC=1.[NH+]1C=CC=CC=1.[O:18]1CCO[CH:19]1[C:23]1[CH:32]=[CH:31][C:30]([O:33][CH3:34])=[C:29]2[C:24]=1[CH2:25][CH2:26][C:27](=[O:47])[N:28]2[CH2:35][C:36]1[CH:37]=[N:38][C:39]([C:42]2[CH:46]=[CH:45][S:44][CH:43]=2)=[CH:40][CH:41]=1. (5) Given the product [C:1]([O:5][CH2:6][CH3:7])(=[O:4])[CH:2]=[CH2:3].[C:1]([O:13][CH2:12][CH2:11][CH2:14][CH3:15])(=[O:4])[CH:2]=[CH2:3].[C:1]([O:5][CH2:12][CH:11]([CH2:9][CH3:10])[CH2:14][CH2:15][CH2:16][CH3:17])(=[O:4])[CH:2]=[CH2:3], predict the reactants needed to synthesize it. The reactants are: [C:1]([OH:5])(=[O:4])[CH:2]=[CH2:3].[CH2:6](O)[CH3:7].[CH2:9]([CH:11]([CH2:14][CH2:15][CH2:16][CH3:17])[CH2:12][OH:13])[CH3:10]. (6) Given the product [ClH:49].[ClH:49].[CH3:1][N:2]1[C:10]2[CH:9]=[C:8]([N:11]3[CH2:16][CH2:15][N:14]([CH2:17][CH2:18][C:19]4[CH:24]=[CH:23][CH:22]=[CH:21][CH:20]=4)[CH2:13][C:12]3=[O:25])[CH:7]=[CH:6][C:5]=2[C:4]2[CH2:26][NH:27][CH2:28][CH2:29][C:3]1=2, predict the reactants needed to synthesize it. The reactants are: [CH3:1][N:2]1[C:10]2[CH:9]=[C:8]([N:11]3[CH2:16][CH2:15][N:14]([CH2:17][CH2:18][C:19]4[CH:24]=[CH:23][CH:22]=[CH:21][CH:20]=4)[CH2:13][C:12]3=[O:25])[CH:7]=[CH:6][C:5]=2[C:4]2[CH2:26][N:27](C(OC(C)(C)C)=O)[CH2:28][CH2:29][C:3]1=2.C1(N)C(F)=C(F)C(F)=C(N)C=1F.[ClH:49].Cl. (7) Given the product [CH3:20]/[C:19](/[CH2:21][CH2:22][CH:23]=[C:24]([CH3:26])[CH3:25])=[CH:18]\[CH2:17][CH2:10][C:8](=[O:9])[CH2:7][C:6]([O:5][CH2:3][CH3:4])=[O:11], predict the reactants needed to synthesize it. The reactants are: [H-].[Na+].[CH2:3]([O:5][C:6](=[O:11])[CH2:7][C:8]([CH3:10])=[O:9])[CH3:4].[Li]CCCC.[CH2:17](Br)/[CH:18]=[C:19](/[CH2:21][CH2:22][CH:23]=[C:24]([CH3:26])[CH3:25])\[CH3:20]. (8) Given the product [Br:1][C:2]1[CH:7]=[CH:6][C:5]([CH:8]([NH:28][C:29]2[CH:30]=[CH:31][C:32]([C:33]([O:35][CH3:36])=[O:34])=[CH:37][CH:38]=2)[CH:9]([CH3:11])[CH3:10])=[C:4]([CH3:13])[CH:3]=1, predict the reactants needed to synthesize it. The reactants are: [Br:1][C:2]1[CH:7]=[CH:6][C:5]([CH:8](O)[CH:9]([CH3:11])[CH3:10])=[C:4]([CH3:13])[CH:3]=1.CN(C)CCCN(C)C.CS(Cl)(=O)=O.[NH2:28][C:29]1[CH:38]=[CH:37][C:32]([C:33]([O:35][CH3:36])=[O:34])=[CH:31][CH:30]=1.C(N(CC)C(C)C)(C)C. (9) Given the product [OH:33][NH:35][C:23]([C:21]1[CH:20]=[CH:19][C:17]2[CH2:18][N:12]([C:10]([NH:9][C:6]3[CH:7]=[CH:8][C:3]([O:2][CH3:1])=[CH:4][CH:5]=3)=[O:11])[CH2:13][C@@H:14]([C:27]3[CH:32]=[CH:31][CH:30]=[CH:29][CH:28]=3)[O:15][C:16]=2[CH:22]=1)=[O:24], predict the reactants needed to synthesize it. The reactants are: [CH3:1][O:2][C:3]1[CH:8]=[CH:7][C:6]([NH:9][C:10]([N:12]2[CH2:18][C:17]3[CH:19]=[CH:20][C:21]([C:23](OC)=[O:24])=[CH:22][C:16]=3[O:15][C@H:14]([C:27]3[CH:32]=[CH:31][CH:30]=[CH:29][CH:28]=3)[CH2:13]2)=[O:11])=[CH:5][CH:4]=1.[OH-:33].[Na+].[NH2:35]O. (10) Given the product [Cl:18][C:14]1[CH:13]=[C:12]([C:4]2[N:3]=[C:2]([N:26]3[CH2:34][CH2:33][CH:29]([C:30]([NH2:32])=[O:31])[CH2:28][CH2:27]3)[C:11]3[C:6]([CH:5]=2)=[CH:7][N:8]=[CH:9][CH:10]=3)[CH:17]=[CH:16][N:15]=1, predict the reactants needed to synthesize it. The reactants are: Cl[C:2]1[C:11]2[C:6](=[CH:7][N:8]=[CH:9][CH:10]=2)[CH:5]=[C:4]([C:12]2[CH:17]=[CH:16][N:15]=[C:14]([Cl:18])[CH:13]=2)[N:3]=1.C(N(CC)CC)C.[NH:26]1[CH2:34][CH2:33][CH:29]([C:30]([NH2:32])=[O:31])[CH2:28][CH2:27]1.